From a dataset of Forward reaction prediction with 1.9M reactions from USPTO patents (1976-2016). Predict the product of the given reaction. (1) Given the reactants [Cl:1][C:2]1[CH:3]=[CH:4][C:5]([O:17][CH2:18][C:19]2[CH:24]=[CH:23][CH:22]=[CH:21][CH:20]=2)=[C:6]([C:8]2[CH:13]=[CH:12][CH:11]=[CH:10][C:9]=2B(O)O)[CH:7]=1.Br[C:26]1[N:31]=[C:30]([C:32]([O:34][CH2:35][CH3:36])=[O:33])[CH:29]=[CH:28][CH:27]=1.C(=O)([O-])[O-].[K+].[K+].Cl, predict the reaction product. The product is: [Cl:1][C:2]1[CH:3]=[CH:4][C:5]([O:17][CH2:18][C:19]2[CH:24]=[CH:23][CH:22]=[CH:21][CH:20]=2)=[C:6]([C:8]2[CH:13]=[CH:12][CH:11]=[CH:10][C:9]=2[C:26]2[N:31]=[C:30]([C:32]([O:34][CH2:35][CH3:36])=[O:33])[CH:29]=[CH:28][CH:27]=2)[CH:7]=1. (2) Given the reactants [Br:1][C:2]1[CH:3]=[C:4]2[C:9](=[CH:10][CH:11]=1)[C:8](=[O:12])[NH:7][C:6](=[O:13])/[C:5]/2=[CH:14]/OC.[CH3:17][N:18]([CH:26]1[CH2:30][CH2:29][N:28]([CH3:31])[CH2:27]1)[C:19]1[CH:24]=[CH:23][C:22]([NH2:25])=[CH:21][CH:20]=1.C(N(CC)CC)C, predict the reaction product. The product is: [Br:1][C:2]1[CH:3]=[C:4]2[C:9](=[CH:10][CH:11]=1)[C:8](=[O:12])[NH:7][C:6](=[O:13])/[C:5]/2=[CH:14]\[NH:25][C:22]1[CH:21]=[CH:20][C:19]([N:18]([CH3:17])[CH:26]2[CH2:30][CH2:29][N:28]([CH3:31])[CH2:27]2)=[CH:24][CH:23]=1. (3) Given the reactants [Br:1][C:2]1[C:3]([Cl:10])=[C:4]([NH2:9])[C:5]([NH2:8])=[CH:6][CH:7]=1.[C:11](O)(=O)[CH2:12][CH3:13].Cl, predict the reaction product. The product is: [Br:1][C:2]1[CH:7]=[CH:6][C:5]2[NH:8][C:11]([CH2:12][CH3:13])=[N:9][C:4]=2[C:3]=1[Cl:10]. (4) Given the reactants [CH2:1]([O:3][C:4]([C:6]1([C:25]([O:27][CH2:28][CH3:29])=[O:26])[CH2:10][CH2:9][CH2:8][N:7]1[C:11]1[CH:12]=[N:13][C:14]([O:17][C:18]2[CH:23]=[CH:22][C:21](Br)=[CH:20][CH:19]=2)=[CH:15][CH:16]=1)=[O:5])[CH3:2].[CH:30]([Sn](CCCC)(CCCC)CCCC)=[CH2:31], predict the reaction product. The product is: [CH2:1]([O:3][C:4]([C:6]1([C:25]([O:27][CH2:28][CH3:29])=[O:26])[CH2:10][CH2:9][CH2:8][N:7]1[C:11]1[CH:12]=[N:13][C:14]([O:17][C:18]2[CH:23]=[CH:22][C:21]([CH:30]=[CH2:31])=[CH:20][CH:19]=2)=[CH:15][CH:16]=1)=[O:5])[CH3:2].